Dataset: Full USPTO retrosynthesis dataset with 1.9M reactions from patents (1976-2016). Task: Predict the reactants needed to synthesize the given product. (1) Given the product [N:14]1[CH:15]=[CH:16][CH:17]=[CH:18][C:13]=1[C:10]1[CH:11]=[CH:12][N:8]([C:4]2[N:3]=[C:2]([C:22]3[CH:23]=[N:24][CH:25]=[CH:26][CH:27]=3)[CH:7]=[CH:6][CH:5]=2)[CH:9]=1, predict the reactants needed to synthesize it. The reactants are: Cl[C:2]1[CH:7]=[CH:6][CH:5]=[C:4]([N:8]2[CH:12]=[CH:11][C:10]([C:13]3[CH:18]=[CH:17][CH:16]=[CH:15][N:14]=3)=[CH:9]2)[N:3]=1.C(B(CC)[C:22]1[CH:23]=[N:24][CH:25]=[CH:26][CH:27]=1)C.C(=O)([O-])[O-].[K+].[K+].O. (2) Given the product [N:1]1[C:2]([CH:10]=[N:17][C:16]2[CH:18]=[CH:19][CH:20]=[C:14]([O:13][CH3:12])[CH:15]=2)=[CH:3][N:4]2[CH:9]=[CH:8][CH:7]=[CH:6][C:5]=12, predict the reactants needed to synthesize it. The reactants are: [N:1]1[C:2]([CH:10]=O)=[CH:3][N:4]2[CH:9]=[CH:8][CH:7]=[CH:6][C:5]=12.[CH3:12][O:13][C:14]1[CH:15]=[C:16]([CH:18]=[CH:19][CH:20]=1)[NH2:17]. (3) Given the product [CH3:10][O:11][C:12](=[O:30])[C:13]1[CH:18]=[CH:17][C:16]([CH3:19])=[C:15]([C:20](=[O:29])[C:21]2[CH:26]=[CH:25][C:24]([NH:27][C:2]3[CH:7]=[CH:6][CH:5]=[C:4]([F:8])[C:3]=3[CH3:9])=[CH:23][C:22]=2[Cl:28])[CH:14]=1, predict the reactants needed to synthesize it. The reactants are: Br[C:2]1[CH:7]=[CH:6][CH:5]=[C:4]([F:8])[C:3]=1[CH3:9].[CH3:10][O:11][C:12](=[O:30])[C:13]1[CH:18]=[CH:17][C:16]([CH3:19])=[C:15]([C:20](=[O:29])[C:21]2[CH:26]=[CH:25][C:24]([NH2:27])=[CH:23][C:22]=2[Cl:28])[CH:14]=1.C1(P(C2CCCCC2)C2C=CC=CC=2C2C(C(C)C)=CC(C(C)C)=CC=2C(C)C)CCCCC1.C([O-])([O-])=O.[Cs+].[Cs+]. (4) Given the product [CH2:11]([O:10][C:8]([N:3]1[CH2:4][CH2:5][C@@H:6]([O:26][C:20]2[CH:21]=[CH:22][CH:23]=[C:24]([CH3:25])[C:19]=2[CH3:18])[C@H:1]([OH:7])[CH2:2]1)=[O:9])[C:12]1[CH:17]=[CH:16][CH:15]=[CH:14][CH:13]=1, predict the reactants needed to synthesize it. The reactants are: [CH:1]12[O:7][CH:6]1[CH2:5][CH2:4][N:3]([C:8]([O:10][CH2:11][C:12]1[CH:17]=[CH:16][CH:15]=[CH:14][CH:13]=1)=[O:9])[CH2:2]2.[CH3:18][C:19]1[C:24]([CH3:25])=[CH:23][CH:22]=[CH:21][C:20]=1[OH:26].[OH-].[Na+]. (5) Given the product [CH3:29][C:2]1([CH3:1])[O:7][CH2:6][CH2:5][N:4]([C:8]([N:10]2[CH2:15][CH:14]([C:16]3[CH:17]=[CH:18][C:19]([C:22]([F:25])([F:23])[F:24])=[CH:20][CH:21]=3)[CH2:13][CH:12]([C:26]3[O:27][N:37]=[C:32]([CH2:33][CH2:34][O:35][CH3:36])[N:31]=3)[CH2:11]2)=[O:9])[CH2:3]1, predict the reactants needed to synthesize it. The reactants are: [CH3:1][C:2]1([CH3:29])[O:7][CH2:6][CH2:5][N:4]([C:8]([N:10]2[CH2:15][CH:14]([C:16]3[CH:21]=[CH:20][C:19]([C:22]([F:25])([F:24])[F:23])=[CH:18][CH:17]=3)[CH2:13][CH:12]([C:26](O)=[O:27])[CH2:11]2)=[O:9])[CH2:3]1.O[NH:31][C:32](=[NH:37])[CH2:33][CH2:34][O:35][CH3:36].